Dataset: Full USPTO retrosynthesis dataset with 1.9M reactions from patents (1976-2016). Task: Predict the reactants needed to synthesize the given product. (1) Given the product [F:1][C:2]1[CH:3]=[CH:4][C:5]([O:6][CH2:7][C:8]2[N:9]=[C:10]3[S:17][C:16]([CH3:18])=[C:15]([CH:19]([OH:22])[CH2:20][CH3:21])[N:11]3[C:12](=[O:14])[CH:13]=2)=[CH:23][CH:24]=1, predict the reactants needed to synthesize it. The reactants are: [F:1][C:2]1[CH:24]=[CH:23][C:5]([O:6][CH2:7][C:8]2[N:9]=[C:10]3[S:17][C:16]([CH3:18])=[C:15]([C:19](=[O:22])[CH2:20][CH3:21])[N:11]3[C:12](=[O:14])[CH:13]=2)=[CH:4][CH:3]=1.[BH4-].[Na+]. (2) Given the product [C:1]([N:4]1[CH2:9][CH2:8][CH:7]([O:10][CH2:14][CH2:15][CH2:16][C:17]2[CH:22]=[CH:21][CH:20]=[CH:19][CH:18]=2)[CH2:6][CH2:5]1)(=[O:3])[CH3:2], predict the reactants needed to synthesize it. The reactants are: [C:1]([N:4]1[CH2:9][CH2:8][CH:7]([OH:10])[CH2:6][CH2:5]1)(=[O:3])[CH3:2].[H-].[Na+].Br[CH2:14][CH2:15][CH2:16][C:17]1[CH:22]=[CH:21][CH:20]=[CH:19][CH:18]=1. (3) Given the product [CH2:2]([O:4][C:5]([C:7]1[C:8]2[S:16][CH:15]=[C:14]([CH2:17][O:18][C:19]3[CH:24]=[CH:23][CH:22]=[C:21]([C:25]4[N:26]=[N:27][N:28]([CH3:30])[N:29]=4)[CH:20]=3)[C:9]=2[C:10]([NH2:1])=[N:11][CH:12]=1)=[O:6])[CH3:3], predict the reactants needed to synthesize it. The reactants are: [NH3:1].[CH2:2]([O:4][C:5]([C:7]1[C:8]2[S:16][CH:15]=[C:14]([CH2:17][O:18][C:19]3[CH:24]=[CH:23][CH:22]=[C:21]([C:25]4[N:26]=[N:27][N:28]([CH3:30])[N:29]=4)[CH:20]=3)[C:9]=2[C:10](Cl)=[N:11][CH:12]=1)=[O:6])[CH3:3].